This data is from Full USPTO retrosynthesis dataset with 1.9M reactions from patents (1976-2016). The task is: Predict the reactants needed to synthesize the given product. (1) Given the product [CH3:23][O:22][C:15]1[CH:16]=[C:17]([O:20][CH3:21])[CH:18]=[CH:19][C:14]=1[CH2:13][N:9]1[C:10]([CH3:12])([CH3:11])[C:6]2[C:5]([F:25])=[C:4]([NH:26][C@@H:27]3[CH2:32][CH2:31][CH2:30][CH2:29][C@@H:28]3[NH:33][C:34](=[O:40])[O:35][C:36]([CH3:38])([CH3:39])[CH3:37])[N:3]=[C:2]([C:51]3[CH:50]=[N:49][N:48]([CH3:47])[CH:52]=3)[C:7]=2[C:8]1=[O:24], predict the reactants needed to synthesize it. The reactants are: Cl[C:2]1[C:7]2[C:8](=[O:24])[N:9]([CH2:13][C:14]3[CH:19]=[CH:18][C:17]([O:20][CH3:21])=[CH:16][C:15]=3[O:22][CH3:23])[C:10]([CH3:12])([CH3:11])[C:6]=2[C:5]([F:25])=[C:4]([NH:26][C@@H:27]2[CH2:32][CH2:31][CH2:30][CH2:29][C@@H:28]2[NH:33][C:34](=[O:40])[O:35][C:36]([CH3:39])([CH3:38])[CH3:37])[N:3]=1.C([O-])([O-])=O.[Na+].[Na+].[CH3:47][N:48]1[CH:52]=[C:51](B2OC(C)(C)C(C)(C)O2)[CH:50]=[N:49]1. (2) Given the product [N+:10]([C:3]1[CH:4]=[C:5]([CH2:8][OH:9])[CH:6]=[CH:7][C:2]=1[NH:27][C:28]1[CH:33]=[CH:32][CH:31]=[CH:30][CH:29]=1)([O-:12])=[O:11], predict the reactants needed to synthesize it. The reactants are: F[C:2]1[CH:7]=[CH:6][C:5]([CH2:8][OH:9])=[CH:4][C:3]=1[N+:10]([O-:12])=[O:11].C(N(CC)C(C)C)(C)C.CN(C)C=O.[NH2:27][C:28]1[CH:33]=[CH:32][CH:31]=[CH:30][CH:29]=1. (3) Given the product [Cl:12][C:13]1[CH:14]=[C:15]([NH:20][C:21]2[S:22][CH:3]=[C:4]([C:6]3[CH:11]=[CH:10][N:9]=[CH:8][CH:7]=3)[N:23]=2)[CH:16]=[CH:17][C:18]=1[Cl:19], predict the reactants needed to synthesize it. The reactants are: Br.Br[CH2:3][C:4]([C:6]1[CH:11]=[CH:10][N:9]=[CH:8][CH:7]=1)=O.[Cl:12][C:13]1[CH:14]=[C:15]([NH:20][C:21]([NH2:23])=[S:22])[CH:16]=[CH:17][C:18]=1[Cl:19].N. (4) Given the product [CH3:8][O:7][C:1]1[CH:6]=[CH:5][C:4]([C:9](=[O:11])[CH3:10])=[CH:3][CH:2]=1, predict the reactants needed to synthesize it. The reactants are: [C:1]1([O:7][CH3:8])[CH:6]=[CH:5][CH:4]=[CH:3][CH:2]=1.[C:9](OC(=O)C)(=[O:11])[CH3:10].S([O-])([O-])(=O)=O.[Mg+2]. (5) Given the product [C:54]([C:51]1[CH:50]=[CH:48][C:47]([CH2:57][N:22]2[C:62](=[O:65])[N:40]([CH2:39][CH3:38])[C:11]([CH2:10][CH2:9][CH2:8][C:6]3[CH:5]=[CH:4][CH:3]=[C:2]([Cl:1])[N:7]=3)=[N:30]2)=[CH:53][CH:52]=1)([CH3:55])([CH3:56])[CH3:67], predict the reactants needed to synthesize it. The reactants are: [Cl:1][C:2]1[N:7]=[C:6]([CH2:8][CH2:9][CH2:10][C:11](O)=O)[CH:5]=[CH:4][CH:3]=1.CN(C(O[N:22]1[N:30]=NC2C=CC=NC1=2)=[N+](C)C)C.F[P-](F)(F)(F)(F)F.[CH3:38][CH2:39][N:40](C(C)C)C(C)C.[C:47]12([CH2:57]S(O)(=O)=O)[C:54]([CH3:56])([CH3:55])[CH:51]([CH2:52][CH2:53]1)[CH2:50][C:48]2=O.[C:62]([O-:65])(O)=O.[Na+].[CH3:67]N(C=O)C.